Predict which catalyst facilitates the given reaction. From a dataset of Catalyst prediction with 721,799 reactions and 888 catalyst types from USPTO. (1) Reactant: C[O:2][C:3]([C:5]1([NH:9][S:10]([C:13]2[CH:18]=[CH:17][CH:16]=[CH:15][C:14]=2[N+:19]([O-:21])=[O:20])(=[O:12])=[O:11])[CH2:8][CH2:7][CH2:6]1)=[O:4].C1COCC1.CO.O[Li].O. Product: [N+:19]([C:14]1[CH:15]=[CH:16][CH:17]=[CH:18][C:13]=1[S:10]([NH:9][C:5]1([C:3]([OH:4])=[O:2])[CH2:6][CH2:7][CH2:8]1)(=[O:12])=[O:11])([O-:21])=[O:20]. The catalyst class is: 6. (2) Reactant: Cl[CH2:2][C:3]1[N:4]=[C:5]([CH:8]=[CH:9][C:10]2[CH:15]=[CH:14][C:13]([O:16][CH3:17])=[CH:12][CH:11]=2)[O:6][CH:7]=1.[N:18]1([CH2:23][CH2:24][CH2:25][CH2:26][C:27]2[CH:32]=[CH:31][C:30]([OH:33])=[CH:29][CH:28]=2)[CH:22]=[CH:21][N:20]=[N:19]1.[I-].[K+].C[O-].[Na+]. Product: [CH3:17][O:16][C:13]1[CH:14]=[CH:15][C:10]([CH:9]=[CH:8][C:5]2[O:6][CH:7]=[C:3]([CH2:2][O:33][C:30]3[CH:31]=[CH:32][C:27]([CH2:26][CH2:25][CH2:24][CH2:23][N:18]4[CH:22]=[CH:21][N:20]=[N:19]4)=[CH:28][CH:29]=3)[N:4]=2)=[CH:11][CH:12]=1. The catalyst class is: 5. (3) The catalyst class is: 322. Reactant: [NH2:1][C:2]1[CH:10]=[C:9]([O:11][CH3:12])[CH:8]=[CH:7][C:3]=1[C:4]([OH:6])=[O:5].ClCCCl.[CH:17](=O)[CH2:18][CH3:19].C(O[BH-](OC(=O)C)OC(=O)C)(=O)C.[Na+]. Product: [CH3:12][O:11][C:9]1[CH:8]=[CH:7][C:3]([C:4]([OH:6])=[O:5])=[C:2]([NH:1][CH2:17][CH2:18][CH3:19])[CH:10]=1. (4) Reactant: C([SiH](CC)CC)C.FC(F)(F)C(O)=O.[CH3:15][C:16]1[CH:17]=[CH:18][C:19]2[N:20]([N:22]=[C:23]([C:37]3[CH:42]=[CH:41][CH:40]=[CH:39][CH:38]=3)[C:24]=2[CH:25](O)[C:26]2[N:31]=[C:30]([C:32]([O:34][CH3:35])=[O:33])[CH:29]=[CH:28][CH:27]=2)[CH:21]=1.C(=O)(O)[O-].[Na+]. Product: [CH3:15][C:16]1[CH:17]=[CH:18][C:19]2[N:20]([N:22]=[C:23]([C:37]3[CH:42]=[CH:41][CH:40]=[CH:39][CH:38]=3)[C:24]=2[CH2:25][C:26]2[N:31]=[C:30]([C:32]([O:34][CH3:35])=[O:33])[CH:29]=[CH:28][CH:27]=2)[CH:21]=1. The catalyst class is: 4. (5) Reactant: CCN=C=NCCCN(C)C.[F:12][C:13]1[CH:14]=[C:15]2[C:19](=[CH:20][CH:21]=1)[N:18]([CH3:22])[C:17]([C:23]([OH:25])=O)=[CH:16]2.[NH2:26][C@H:27]([C:31]([NH:33][CH:34]([CH:43]([OH:46])[CH2:44][F:45])[CH2:35][C:36]([O:38][C:39]([CH3:42])([CH3:41])[CH3:40])=[O:37])=[O:32])[CH:28]([CH3:30])[CH3:29]. Product: [F:12][C:13]1[CH:14]=[C:15]2[C:19](=[CH:20][CH:21]=1)[N:18]([CH3:22])[C:17]([C:23]([NH:26][C@H:27]([C:31]([NH:33][CH:34]([CH:43]([OH:46])[CH2:44][F:45])[CH2:35][C:36]([O:38][C:39]([CH3:40])([CH3:41])[CH3:42])=[O:37])=[O:32])[CH:28]([CH3:29])[CH3:30])=[O:25])=[CH:16]2. The catalyst class is: 241. (6) Reactant: C(O)(C(F)(F)F)=O.C1(OC)C=CC=CC=1.C(OC([N:23]=[C:24]([N:26](C(OC(C)(C)C)=O)[O:27][CH2:28][CH2:29][NH:30][C:31](=[O:54])[CH2:32][C:33]1[C:38]([C:39]#[N:40])=[CH:37][CH:36]=[C:35]([NH:41][CH2:42][C:43]([F:52])([F:51])[C:44]2[CH:49]=[CH:48][CH:47]=[C:46]([Cl:50])[CH:45]=2)[C:34]=1[F:53])[NH2:25])=O)(C)(C)C. Product: [C:24]([NH:26][O:27][CH2:28][CH2:29][NH:30][C:31](=[O:54])[CH2:32][C:33]1[C:38]([C:39]#[N:40])=[CH:37][CH:36]=[C:35]([NH:41][CH2:42][C:43]([C:44]2[CH:49]=[CH:48][CH:47]=[C:46]([Cl:50])[CH:45]=2)([F:51])[F:52])[C:34]=1[F:53])(=[NH:23])[NH2:25]. The catalyst class is: 2.